Predict the reactants needed to synthesize the given product. From a dataset of Full USPTO retrosynthesis dataset with 1.9M reactions from patents (1976-2016). (1) The reactants are: [NH2:1][C:2]1[CH:3]=[CH:4][CH:5]=[C:6]2[C:10]=1[C:9](=[O:11])[N:8]([C:12]1[CH:17]=[CH:16][CH:15]=[C:14]([C:18]([F:21])([F:20])[F:19])[CH:13]=1)[CH2:7]2.[N:22]1[CH:27]=[CH:26][N:25]=[CH:24][C:23]=1[C:28](O)=[O:29].CN(C(ON1N=NC2C=CC=NC1=2)=[N+](C)C)C.F[P-](F)(F)(F)(F)F.CCN(C(C)C)C(C)C. Given the product [O:11]=[C:9]1[C:10]2[C:6](=[CH:5][CH:4]=[CH:3][C:2]=2[NH:1][C:28]([C:23]2[CH:24]=[N:25][CH:26]=[CH:27][N:22]=2)=[O:29])[CH2:7][N:8]1[C:12]1[CH:17]=[CH:16][CH:15]=[C:14]([C:18]([F:21])([F:19])[F:20])[CH:13]=1, predict the reactants needed to synthesize it. (2) Given the product [C:4]([C:8]1[CH:13]=[C:12]([NH:42][C:43]2[N:45]([CH3:2])[C:39]3[CH:38]=[CH:37][C:17]([O:18][C:19]4[CH:24]=[CH:23][N:22]=[C:21]([NH:25][C:26]([NH:28][CH2:29][CH2:30][N:31]5[CH2:32][CH2:33][O:34][CH2:35][CH2:36]5)=[O:27])[CH:20]=4)=[CH:16][C:15]=3[N:14]=2)[CH:11]=[CH:10][CH:9]=1)([CH3:7])([CH3:6])[CH3:5], predict the reactants needed to synthesize it. The reactants are: [N-]=[C:2]=S.[C:4]([C:8]1[CH:9]=[CH:10][CH:11]=[CH:12][CH:13]=1)([CH3:7])([CH3:6])[CH3:5].[NH2:14][C:15]1[CH:16]=[C:17]([CH:37]=[CH:38][C:39]=1NC)[O:18][C:19]1[CH:24]=[CH:23][N:22]=[C:21]([NH:25][C:26]([NH:28][CH2:29][CH2:30][N:31]2[CH2:36][CH2:35][O:34][CH2:33][CH2:32]2)=[O:27])[CH:20]=1.[NH2:42][C:43]([NH2:45])=S.